From a dataset of Forward reaction prediction with 1.9M reactions from USPTO patents (1976-2016). Predict the product of the given reaction. (1) Given the reactants Cl[CH2:2][C:3]1[CH:4]=[CH:5][C:6]2[O:10][C:9]([C:11]3[CH:16]=[CH:15][CH:14]=[C:13]([F:17])[CH:12]=3)=[N:8][C:7]=2[CH:18]=1.C[O:20][C:21](=[O:34])[CH2:22][O:23][C:24]1[CH:32]=[CH:31][C:30]([SH:33])=[C:29]2[C:25]=1[CH2:26][CH2:27][CH2:28]2, predict the reaction product. The product is: [F:17][C:13]1[CH:12]=[C:11]([C:9]2[O:10][C:6]3[CH:5]=[CH:4][C:3]([CH2:2][S:33][C:30]4[CH:31]=[CH:32][C:24]([O:23][CH2:22][C:21]([OH:34])=[O:20])=[C:25]5[C:29]=4[CH2:28][CH2:27][CH2:26]5)=[CH:18][C:7]=3[N:8]=2)[CH:16]=[CH:15][CH:14]=1. (2) Given the reactants [C:1]([C:4]1[C:9]2[NH:10][C:11]3[C:16]([C:8]=2[C:7]([C:23]2[C:24]([CH3:40])=[C:25]([NH:29]C(=O)OCC4C=CC=CC=4)[CH:26]=[CH:27][CH:28]=2)=[CH:6][N:5]=1)=[CH:15][C:14]([N:17]1[CH2:22][CH2:21][O:20][CH2:19][CH2:18]1)=[CH:13][CH:12]=3)(=[O:3])[NH2:2], predict the reaction product. The product is: [NH2:29][C:25]1[C:24]([CH3:40])=[C:23]([C:7]2[C:8]3[C:16]4[C:11](=[CH:12][CH:13]=[C:14]([N:17]5[CH2:18][CH2:19][O:20][CH2:21][CH2:22]5)[CH:15]=4)[NH:10][C:9]=3[C:4]([C:1]([NH2:2])=[O:3])=[N:5][CH:6]=2)[CH:28]=[CH:27][CH:26]=1. (3) Given the reactants F[C:2]1[CH:7]=[CH:6][C:5]([I:8])=[CH:4][N:3]=1.[C:9]1([C:15]2[CH:16]=[N:17][NH:18][CH:19]=2)[CH:14]=[CH:13][CH:12]=[CH:11][CH:10]=1.C(=O)([O-])[O-].[K+].[K+], predict the reaction product. The product is: [I:8][C:5]1[CH:6]=[CH:7][C:2]([N:17]2[CH:16]=[C:15]([C:9]3[CH:14]=[CH:13][CH:12]=[CH:11][CH:10]=3)[CH:19]=[N:18]2)=[N:3][CH:4]=1.